From a dataset of Catalyst prediction with 721,799 reactions and 888 catalyst types from USPTO. Predict which catalyst facilitates the given reaction. Reactant: Cl.[NH2:2][CH:3]1[CH2:8][CH2:7][N:6]([C:9]([O:11][CH2:12][C:13]2[CH:18]=[C:17]([C:19]#[N:20])[CH:16]=[C:15]([Cl:21])[CH:14]=2)=[O:10])[CH2:5][CH2:4]1.CCN(C(C)C)C(C)C.[NH:31]1[CH:35]=[C:34]([CH2:36][CH2:37][C:38](Cl)=[O:39])[N:33]=[N:32]1. Product: [NH:31]1[CH:35]=[C:34]([CH2:36][CH2:37][C:38]([NH:2][CH:3]2[CH2:8][CH2:7][N:6]([C:9]([O:11][CH2:12][C:13]3[CH:18]=[C:17]([C:19]#[N:20])[CH:16]=[C:15]([Cl:21])[CH:14]=3)=[O:10])[CH2:5][CH2:4]2)=[O:39])[N:33]=[N:32]1. The catalyst class is: 2.